From a dataset of Full USPTO retrosynthesis dataset with 1.9M reactions from patents (1976-2016). Predict the reactants needed to synthesize the given product. (1) Given the product [CH2:41]([N:38]1[C:33]2=[N:34][C:35]([CH2:36][CH3:37])=[C:30]([CH2:29][NH:28][C:26]([C:22]3[CH:23]=[CH:24][CH:25]=[C:20]([C:18]([NH:17][CH2:16][C:11]4[CH:10]=[C:9]([C:5]5[CH:6]=[CH:7][CH:8]=[C:3]([CH2:2][N:56]6[CH2:57][CH2:58][N:53]([CH:51]([CH3:52])[CH3:50])[CH2:54][CH2:55]6)[CH:4]=5)[C:14]([F:15])=[CH:13][CH:12]=4)=[O:19])[CH:21]=3)=[O:27])[C:31]([NH:43][CH:44]3[CH2:49][CH2:48][O:47][CH2:46][CH2:45]3)=[C:32]2[CH:40]=[N:39]1)[CH3:42], predict the reactants needed to synthesize it. The reactants are: Cl[CH2:2][C:3]1[CH:4]=[C:5]([C:9]2[C:14]([F:15])=[CH:13][CH:12]=[C:11]([CH2:16][NH:17][C:18]([C:20]3[CH:25]=[CH:24][CH:23]=[C:22]([C:26]([NH:28][CH2:29][C:30]4[C:31]([NH:43][CH:44]5[CH2:49][CH2:48][O:47][CH2:46][CH2:45]5)=[C:32]5[CH:40]=[N:39][N:38]([CH2:41][CH3:42])[C:33]5=[N:34][C:35]=4[CH2:36][CH3:37])=[O:27])[CH:21]=3)=[O:19])[CH:10]=2)[CH:6]=[CH:7][CH:8]=1.[CH3:50][CH:51]([N:53]1[CH2:58][CH2:57][NH:56][CH2:55][CH2:54]1)[CH3:52]. (2) The reactants are: N(OC(C)(C)C)=O.[CH2:8]([O:10][C:11]([C:13]1[NH:14][C:15]2[C:20]([CH:21]=1)=[C:19]([O:22][C:23]1[CH:28]=[C:27]([F:29])[C:26]([F:30])=[CH:25][C:24]=1N)[CH:18]=[CH:17][CH:16]=2)=[O:12])[CH3:9]. Given the product [CH2:8]([O:10][C:11]([C:13]1[NH:14][C:15]2[C:20]([CH:21]=1)=[C:19]([O:22][C:23]1[CH:24]=[CH:25][C:26]([F:30])=[C:27]([F:29])[CH:28]=1)[CH:18]=[CH:17][CH:16]=2)=[O:12])[CH3:9], predict the reactants needed to synthesize it. (3) Given the product [Br:55][C:15]1[C:10]([O:9][C:8]2[CH:46]=[CH:47][C:5]([S:2]([CH3:1])(=[O:3])=[O:4])=[CH:6][CH:7]=2)=[N:11][C:12]2[N:13]([N:33]=[CH:34][C:35]=2[C:36]2[CH:37]=[N:38][C:39]3[C:44]([CH:45]=2)=[CH:43][CH:42]=[CH:41][CH:40]=3)[C:14]=1[N:16]([CH2:25][O:26][CH2:27][CH2:28][Si:29]([CH3:32])([CH3:31])[CH3:30])[CH2:17][O:18][CH2:19][CH2:20][Si:21]([CH3:22])([CH3:23])[CH3:24], predict the reactants needed to synthesize it. The reactants are: [CH3:1][S:2]([C:5]1[CH:47]=[CH:46][C:8]([O:9][C:10]2[CH:15]=[C:14]([N:16]([CH2:25][O:26][CH2:27][CH2:28][Si:29]([CH3:32])([CH3:31])[CH3:30])[CH2:17][O:18][CH2:19][CH2:20][Si:21]([CH3:24])([CH3:23])[CH3:22])[N:13]3[N:33]=[CH:34][C:35]([C:36]4[CH:37]=[N:38][C:39]5[C:44]([CH:45]=4)=[CH:43][CH:42]=[CH:41][CH:40]=5)=[C:12]3[N:11]=2)=[CH:7][CH:6]=1)(=[O:4])=[O:3].C1C(=O)N([Br:55])C(=O)C1. (4) Given the product [CH3:3][C:4]1([C:9]2[CH:14]=[C:13]([CH2:15][N:16]3[CH:20]=[C:19]([NH2:21])[CH:18]=[N:17]3)[CH:12]=[N:11][CH:10]=2)[O:8][CH2:7][CH2:6][O:5]1, predict the reactants needed to synthesize it. The reactants are: N#N.[CH3:3][C:4]1([C:9]2[CH:10]=[N:11][CH:12]=[C:13]([CH2:15][N:16]3[CH:20]=[C:19]([N+:21]([O-])=O)[CH:18]=[N:17]3)[CH:14]=2)[O:8][CH2:7][CH2:6][O:5]1.[NH4+].[Cl-]. (5) Given the product [ClH:26].[CH3:1][C:2]1[CH:3]=[C:4]2[C:10]([CH2:11][NH2:12])=[CH:9][NH:8][C:5]2=[N:6][CH:7]=1, predict the reactants needed to synthesize it. The reactants are: [CH3:1][C:2]1[CH:3]=[C:4]2[C:10]([CH2:11][NH:12]C(=O)OC(C)(C)C)=[CH:9][NH:8][C:5]2=[N:6][CH:7]=1.O1CCOCC1.[ClH:26].